This data is from Forward reaction prediction with 1.9M reactions from USPTO patents (1976-2016). The task is: Predict the product of the given reaction. (1) Given the reactants [H-].[Na+].[CH2:3](Br)[CH:4]=[CH2:5].[Cl:7][C:8]1[CH:9]=[C:10]([CH:21]=[C:22]([Cl:24])[CH:23]=1)[O:11][C:12]1[C:13]([CH2:19][CH3:20])=[N:14][NH:15][C:16]=1[CH2:17][CH3:18], predict the reaction product. The product is: [CH2:3]([N:14]1[C:13]([CH2:19][CH3:20])=[C:12]([O:11][C:10]2[CH:21]=[C:22]([Cl:24])[CH:23]=[C:8]([Cl:7])[CH:9]=2)[C:16]([CH2:17][CH3:18])=[N:15]1)[CH:4]=[CH2:5]. (2) Given the reactants C(OC(=O)[NH:7][C:8]([C:10]1[S:11][C:12]([S:61][CH3:62])=[C:13]([S:15]([C:18]2[CH:19]=[C:20]([C:24]3[C:29]([CH3:30])=[CH:28][C:27]([NH:31][C:32]([NH:41]C(OC(C)(C)C)=O)=[N:33]C(OC(C)(C)C)=O)=[CH:26][C:25]=3[NH:49][C:50]([NH:52][CH2:53][CH2:54][CH2:55][CH2:56][S:57]([CH3:60])(=[O:59])=[O:58])=[O:51])[CH:21]=[CH:22][CH:23]=2)(=[O:17])=[O:16])[CH:14]=1)=[NH:9])(C)(C)C.[F:64][C:65]([F:70])([F:69])[C:66]([OH:68])=[O:67], predict the reaction product. The product is: [F:64][C:65]([F:70])([F:69])[C:66]([OH:68])=[O:67].[NH:31]([C:27]1[CH:28]=[C:29]([CH3:30])[C:24]([C:20]2[CH:21]=[CH:22][CH:23]=[C:18]([S:15]([C:13]3[CH:14]=[C:10]([C:8]([NH2:9])=[NH:7])[S:11][C:12]=3[S:61][CH3:62])(=[O:16])=[O:17])[CH:19]=2)=[C:25]([NH:49][C:50]([NH:52][CH2:53][CH2:54][CH2:55][CH2:56][S:57]([CH3:60])(=[O:59])=[O:58])=[O:51])[CH:26]=1)[C:32]([NH2:41])=[NH:33]. (3) Given the reactants [H-].[Na+].C1COCC1.[C:8]([O:12][C:13](=[O:21])/[CH:14]=[CH:15]/[C:16]1[CH:20]=[CH:19][NH:18][CH:17]=1)([CH3:11])([CH3:10])[CH3:9].[Br:22][C:23]1[CH:28]=[CH:27][C:26]([S:29](Cl)(=[O:31])=[O:30])=[CH:25][CH:24]=1, predict the reaction product. The product is: [C:8]([O:12][C:13](=[O:21])/[CH:14]=[CH:15]/[C:16]1[CH:20]=[CH:19][N:18]([S:29]([C:26]2[CH:27]=[CH:28][C:23]([Br:22])=[CH:24][CH:25]=2)(=[O:31])=[O:30])[CH:17]=1)([CH3:11])([CH3:9])[CH3:10]. (4) Given the reactants FC(F)(F)S(O[C:7]1[CH:16]=[CH:15][C:14]2[C:9](=[CH:10][C:11]([O:17][C:18]3[C:27]4C(=C[C:24]([O:30][CH3:31])=[C:25]([O:28][CH3:29])[CH:26]=4)N=CC=3)=[CH:12][CH:13]=2)[CH:8]=1)(=O)=O.C1C=CC(P(C2C=CC=CC=2)CCCP(C2C=CC=CC=2)C2C=CC=CC=2)=CC=1.[CH3:63][OH:64].CC[N:67]([CH2:70][CH3:71])[CH2:68][CH3:69].CN([CH:75]=[O:76])C, predict the reaction product. The product is: [CH3:29][O:28][C:25]1[CH:26]=[C:27]2[C:68](=[CH:69][C:24]=1[O:30][CH3:31])[N:67]=[CH:70][CH:71]=[C:18]2[O:17][C:11]1[CH:10]=[C:9]2[C:14]([CH:15]=[CH:16][C:7]([C:63]([O:76][CH3:75])=[O:64])=[CH:8]2)=[CH:13][CH:12]=1. (5) Given the reactants [CH3:1][N:2]([CH2:30][CH2:31][C:32]1[CH:37]=[CH:36][CH:35]=[CH:34][CH:33]=1)[C:3]([C:5]1[S:6][C:7]([CH2:10][N:11]2[CH2:15][C:14](=[O:16])[N:13](CC3C=CC(OC)=CC=3OC)[S:12]2(=[O:29])=[O:28])=[CH:8][CH:9]=1)=[O:4].C(O)(C(F)(F)F)=O, predict the reaction product. The product is: [CH3:1][N:2]([CH2:30][CH2:31][C:32]1[CH:37]=[CH:36][CH:35]=[CH:34][CH:33]=1)[C:3]([C:5]1[S:6][C:7]([CH2:10][N:11]2[CH2:15][C:14](=[O:16])[NH:13][S:12]2(=[O:28])=[O:29])=[CH:8][CH:9]=1)=[O:4]. (6) Given the reactants [F:1][C:2]1[CH:3]=[C:4]([CH:19]=[CH:20][C:21]=1[F:22])[CH2:5][NH:6][C:7]([C:9]1[CH:14]=[C:13]([CH:15]=[N:16][OH:17])[N:12]=[C:11]([CH3:18])[N:10]=1)=[O:8].[CH3:23][N:24]1[CH:29]=[C:28]([CH:30]=[CH2:31])[CH:27]=[CH:26][C:25]1=[O:32].Cl[O-].[Na+], predict the reaction product. The product is: [F:1][C:2]1[CH:3]=[C:4]([CH:19]=[CH:20][C:21]=1[F:22])[CH2:5][NH:6][C:7]([C:9]1[CH:14]=[C:13]([C:15]2[CH2:31][CH:30]([C:28]3[CH:27]=[CH:26][C:25](=[O:32])[N:24]([CH3:23])[CH:29]=3)[O:17][N:16]=2)[N:12]=[C:11]([CH3:18])[N:10]=1)=[O:8]. (7) Given the reactants [CH:1]1([C:4]2[N:13]=[C:12](N3CCN(C4C=CC(F)=CC=4OC)CC3)[C:11]3[C:6](=[CH:7][C:8]([O:31][CH3:32])=[C:9]([O:29][CH3:30])[CH:10]=3)[N:5]=2)[CH2:3][CH2:2]1.FC1C=CC(N2CCNCC2)=C(OC)C=1.[Cl:48][C:49]1[CH:50]=[CH:51][C:52]([N:57]2[CH2:62][CH2:61][NH:60][CH2:59][CH2:58]2)=[C:53]([CH:56]=1)[C:54]#[N:55], predict the reaction product. The product is: [Cl:48][C:49]1[CH:50]=[CH:51][C:52]([N:57]2[CH2:58][CH2:59][N:60]([C:12]3[C:11]4[C:6](=[CH:7][C:8]([O:31][CH3:32])=[C:9]([O:29][CH3:30])[CH:10]=4)[N:5]=[C:4]([CH:1]4[CH2:3][CH2:2]4)[N:13]=3)[CH2:61][CH2:62]2)=[C:53]([CH:56]=1)[C:54]#[N:55]. (8) Given the reactants [N:1]1[CH:6]=[CH:5][C:4]([CH2:7][NH:8][C:9]2[CH:18]=[CH:17][CH:16]=[CH:15][C:10]=2[C:11]([NH:13][NH2:14])=O)=[CH:3][CH:2]=1.Cl.CS([C:24]1[CH:32]=[CH:31][C:27]([C:28](N)=[NH:29])=[CH:26][CH:25]=1)(=O)=O.C(N(CC)CC)C.O, predict the reaction product. The product is: [C:27]1([C:28]2[NH:29][C:11]([C:10]3[CH:15]=[CH:16][CH:17]=[CH:18][C:9]=3[NH:8][CH2:7][C:4]3[CH:5]=[CH:6][N:1]=[CH:2][CH:3]=3)=[N:13][N:14]=2)[CH:31]=[CH:32][CH:24]=[CH:25][CH:26]=1. (9) The product is: [F:34][C:35]([F:41])([F:40])[CH2:36][C:37]([N:42]1[CH2:47][CH2:46][CH2:45][C@@H:44]([NH:48][C:49]2[CH:54]=[CH:53][N:52]=[C:51]([C:55]3[N:59]4[CH:60]=[C:61]([C:64]#[N:65])[CH:62]=[CH:63][C:58]4=[N:57][CH:56]=3)[N:50]=2)[CH2:43]1)=[O:38]. Given the reactants F[P-](F)(F)(F)(F)F.CN(C(=[N+](C)C)ON1C2=NC=CC=C2N=N1)C.C(N(C(C)C)CC)(C)C.[F:34][C:35]([F:41])([F:40])[CH2:36][C:37](O)=[O:38].[NH:42]1[CH2:47][CH2:46][CH2:45][C@@H:44]([NH:48][C:49]2[CH:54]=[CH:53][N:52]=[C:51]([C:55]3[N:59]4[CH:60]=[C:61]([C:64]#[N:65])[CH:62]=[CH:63][C:58]4=[N:57][CH:56]=3)[N:50]=2)[CH2:43]1, predict the reaction product. (10) Given the reactants [C:1]([OH:5])(=O)[CH2:2][CH3:3].CN(C(ON1N=NC2C=CC=NC1=2)=[N+](C)C)C.F[P-](F)(F)(F)(F)F.C(N(C(C)C)CC)(C)C.[NH2:39][C:40]1[C:41]([NH:58][CH:59]2[CH2:64][CH2:63][N:62]([CH:65]([CH3:69])[CH2:66][C:67]#[N:68])[CH2:61][CH2:60]2)=[C:42]2[CH:48]=[CH:47][N:46]([S:49]([C:52]3[CH:57]=[CH:56][CH:55]=[CH:54][CH:53]=3)(=[O:51])=[O:50])[C:43]2=[N:44][CH:45]=1, predict the reaction product. The product is: [C:52]1([S:49]([N:46]2[C:43]3=[N:44][CH:45]=[C:40]([NH:39][C:1](=[O:5])[CH2:2][CH3:3])[C:41]([NH:58][CH:59]4[CH2:60][CH2:61][N:62]([CH:65]([CH3:69])[CH2:66][C:67]#[N:68])[CH2:63][CH2:64]4)=[C:42]3[CH:48]=[CH:47]2)(=[O:50])=[O:51])[CH:57]=[CH:56][CH:55]=[CH:54][CH:53]=1.